From a dataset of Reaction yield outcomes from USPTO patents with 853,638 reactions. Predict the reaction yield, written as a fraction of the theoretical maximum amount of product (1.0 means a 100% yield; for example, 0.34 means a 34% yield). (1) The catalyst is C(Cl)Cl. The product is [CH3:29][S:30]([O:28][CH:5]1[CH2:6][CH:7]([C:8]2[N:12]3[C:13]4[CH:19]=[CH:18][N:17]([CH2:20][O:21][CH2:22][CH2:23][Si:24]([CH3:26])([CH3:25])[CH3:27])[C:14]=4[N:15]=[CH:16][C:11]3=[N:10][N:9]=2)[CH:3]([CH2:1][CH3:2])[CH2:4]1)(=[O:32])=[O:31]. The reactants are [CH2:1]([C@H:3]1[C@@H:7]([C:8]2[N:12]3[C:13]4[CH:19]=[CH:18][N:17]([CH2:20][O:21][CH2:22][CH2:23][Si:24]([CH3:27])([CH3:26])[CH3:25])[C:14]=4[N:15]=[CH:16][C:11]3=[N:10][N:9]=2)[CH2:6][C@H:5]([OH:28])[CH2:4]1)[CH3:2].[CH3:29][S:30](Cl)(=[O:32])=[O:31]. The yield is 0.800. (2) The reactants are [H-].[Na+].[OH:3][C:4]1[CH:11]=[CH:10][C:7]([CH:8]=[O:9])=[CH:6][CH:5]=1.Br[CH2:13][C:14]([O:16][C:17]([CH3:20])([CH3:19])[CH3:18])=[O:15]. The catalyst is CN(C=O)C. The product is [CH:8]([C:7]1[CH:10]=[CH:11][C:4]([O:3][CH2:13][C:14]([O:16][C:17]([CH3:20])([CH3:19])[CH3:18])=[O:15])=[CH:5][CH:6]=1)=[O:9]. The yield is 0.900. (3) The reactants are [Cl:1][C:2]1[CH:3]=[CH:4][C:5]2[O:18][CH:17]([C:19]([O:21][CH2:22][CH3:23])=[O:20])[N:8]3[C:9]4[CH:10]=[CH:11][CH:12]=[C:13]([F:16])[C:14]=4[CH2:15][CH:7]3[C:6]=2[N:24]=1.C(C1C(=O)C(Cl)=C(Cl)C(=O)C=1C#N)#N. The catalyst is C1(C)C=CC=CC=1.O. The product is [Cl:1][C:2]1[CH:3]=[CH:4][C:5]2[O:18][CH:17]([C:19]([O:21][CH2:22][CH3:23])=[O:20])[N:8]3[C:9]4[CH:10]=[CH:11][CH:12]=[C:13]([F:16])[C:14]=4[CH:15]=[C:7]3[C:6]=2[N:24]=1. The yield is 0.850. (4) The catalyst is O. The yield is 0.370. The product is [CH3:1][O:2][C:3]1[CH:13]=[CH:12][CH:11]=[C:5]2[C:6]([NH:16][C:9](=[O:8])[C:4]=12)=[O:7]. The reactants are [CH3:1][O:2][C:3]1[CH:13]=[CH:12][CH:11]=[C:5]2[C:6]([O:8][C:9](=O)[C:4]=12)=[O:7].C([NH2:16])=O. (5) The reactants are [Br:1][C:2]1[CH:10]=[CH:9][C:5]([C:6]([OH:8])=O)=[C:4]([CH3:11])[CH:3]=1.[CH:12]1([NH2:15])[CH2:14][CH2:13]1.C(Cl)CCl. The catalyst is C(Cl)Cl. The product is [Br:1][C:2]1[CH:10]=[CH:9][C:5]([C:6]([NH:15][CH:12]2[CH2:14][CH2:13]2)=[O:8])=[C:4]([CH3:11])[CH:3]=1. The yield is 0.734. (6) The reactants are Br.[Cl:2][C:3]1[C:4]([F:17])=[C:5]([C:10]2[N:15]=[CH:14][N:13]=[C:12]([OH:16])[CH:11]=2)[C:6]([F:9])=[CH:7][CH:8]=1.CN(C(ON1N=NC2C=CC=NC1=2)=[N+](C)C)C.F[P-](F)(F)(F)(F)F.C1CCN2C(=NCCC2)CC1.N[C@@H:54]1[C:70]2[CH:71]=[C:66]([CH:67]=[C:68]([F:72])[CH:69]=2)[C:65]2[N:64]([CH3:73])[N:63]=[CH:62][C:61]=2[NH:60][C:59](=[O:74])[C@H:58]([CH3:75])[CH2:57][CH2:56][CH2:55]1. The catalyst is CC#N.CN(C=O)C. The product is [Cl:2][C:3]1[C:4]([F:17])=[C:5]([C:10]2[N:15]=[CH:14][N:13]([C@@H:54]3[C:70]4[CH:71]=[C:66]([CH:67]=[C:68]([F:72])[CH:69]=4)[C:65]4[N:64]([CH3:73])[N:63]=[CH:62][C:61]=4[NH:60][C:59](=[O:74])[C@H:58]([CH3:75])[CH2:57][CH2:56][CH2:55]3)[C:12](=[O:16])[CH:11]=2)[C:6]([F:9])=[CH:7][CH:8]=1. The yield is 0.119. (7) The yield is 0.450. The catalyst is O1CCCC1.C(#N)C. The reactants are [N:1]1([CH2:6][CH2:7][OH:8])[CH2:5][CH2:4][CH2:3][CH2:2]1.[H-].[Na+].Cl[C:12]1[N:13]=[CH:14][C:15]([C:18]2[N:19]=[C:20]([N:28]3[CH2:33][CH2:32][C@H:31]([NH:34][C:35]([C:37]4[NH:38][C:39]([CH3:44])=[C:40]([Cl:43])[C:41]=4[Cl:42])=[O:36])[C@H:30]([O:45][CH3:46])[CH2:29]3)[S:21][C:22]=2[C:23]([O:25]CC)=[O:24])=[N:16][CH:17]=1.Cl. The product is [Cl:42][C:41]1[C:40]([Cl:43])=[C:39]([CH3:44])[NH:38][C:37]=1[C:35]([NH:34][C@@H:31]1[CH2:32][CH2:33][N:28]([C:20]2[S:21][C:22]([C:23]([OH:25])=[O:24])=[C:18]([C:15]3[CH:14]=[N:13][C:12]([O:8][CH2:7][CH2:6][N:1]4[CH2:5][CH2:4][CH2:3][CH2:2]4)=[CH:17][N:16]=3)[N:19]=2)[CH2:29][C@@H:30]1[O:45][CH3:46])=[O:36].